From a dataset of Full USPTO retrosynthesis dataset with 1.9M reactions from patents (1976-2016). Predict the reactants needed to synthesize the given product. Given the product [Cl:1][C:2]1[CH:3]=[CH:4][C:5]([C:8]2[C:14]3[C:15]([CH3:19])=[C:16]([CH3:18])[S:17][C:13]=3[N:12]3[C:20]([CH3:23])=[N:21][N:22]=[C:11]3[C@:10]3([CH2:25][C@@H:24]3[CH2:26][O:27][CH3:28])[N:9]=2)=[CH:6][CH:7]=1, predict the reactants needed to synthesize it. The reactants are: [Cl:1][C:2]1[CH:7]=[CH:6][C:5]([C:8]2[C:14]3[C:15]([CH3:19])=[C:16]([CH3:18])[S:17][C:13]=3[N:12]3[C:20]([CH3:23])=[N:21][N:22]=[C:11]3[C@@:10]3([CH2:25][C@H:24]3[CH2:26][O:27][CH3:28])[N:9]=2)=[CH:4][CH:3]=1.CC1(C)O[C@H](CO)CO1.